From a dataset of Catalyst prediction with 721,799 reactions and 888 catalyst types from USPTO. Predict which catalyst facilitates the given reaction. (1) Reactant: [C:1](=[O:4])([O-])[O-].[K+].[K+].[OH:7][C:8]1[CH:9]=[C:10]([C:16]#[N:17])[CH:11]=[C:12]([CH:15]=1)[C:13]#[N:14].Cl[C:19]1[N:24]=[C:23](Cl)[CH:22]=[CH:21][N:20]=1. Product: [C:16]([C:10]1[CH:9]=[C:8]([CH:15]=[C:12]([C:13]#[N:14])[CH:11]=1)[O:7][C:21]1[CH:22]=[CH:23][N:24]=[C:19]([O:4][C:1]2[CH:9]=[C:10]([C:16]#[N:17])[CH:11]=[C:12]([CH:15]=2)[C:13]#[N:14])[N:20]=1)#[N:17]. The catalyst class is: 35. (2) Reactant: [F:1][C:2]1[CH:7]=[CH:6][C:5]([N:8]2[C:11](=[O:12])[C@H:10]([S:13][CH2:14][C:15]([C:17]3[CH:22]=[CH:21][C:20]([F:23])=[CH:19][CH:18]=3)=[O:16])[C@H:9]2[C:24]2[CH:34]=[CH:33][C:27]([O:28][CH2:29][C:30]([OH:32])=O)=[CH:26][CH:25]=2)=[CH:4][CH:3]=1.Cl.[NH2:36][C@@H:37]([C:41]([O:43]C(C)(C)C)=[O:42])[CH:38]([CH3:40])[CH3:39].CN1CCOCC1.CN(C(ON1N=NC2C=CC=CC1=2)=[N+](C)C)C.[B-](F)(F)(F)F. Product: [F:1][C:2]1[CH:7]=[CH:6][C:5]([N:8]2[C:11](=[O:12])[C@H:10]([S:13][CH2:14][C:15]([C:17]3[CH:18]=[CH:19][C:20]([F:23])=[CH:21][CH:22]=3)=[O:16])[C@H:9]2[C:24]2[CH:34]=[CH:33][C:27]([O:28][CH2:29][C:30]([NH:36][C@@H:37]([C:41]([OH:43])=[O:42])[CH:38]([CH3:40])[CH3:39])=[O:32])=[CH:26][CH:25]=2)=[CH:4][CH:3]=1. The catalyst class is: 2. (3) Reactant: [F:1][C:2]1[CH:7]=[CH:6][C:5]([CH3:8])=[CH:4][C:3]=1[NH:9][C:10]([NH:12][C:13]1[CH:34]=[CH:33][C:16]([O:17][C:18]2[CH:23]=[CH:22][N:21]=[C:20]([C:24]3[CH:25]=[C:26]([C:29]([O:31]C)=[O:30])[NH:27][CH:28]=3)[CH:19]=2)=[CH:15][CH:14]=1)=[O:11].[OH-].[Na+].O.Cl. Product: [F:1][C:2]1[CH:7]=[CH:6][C:5]([CH3:8])=[CH:4][C:3]=1[NH:9][C:10]([NH:12][C:13]1[CH:14]=[CH:15][C:16]([O:17][C:18]2[CH:23]=[CH:22][N:21]=[C:20]([C:24]3[CH:25]=[C:26]([C:29]([OH:31])=[O:30])[NH:27][CH:28]=3)[CH:19]=2)=[CH:33][CH:34]=1)=[O:11]. The catalyst class is: 36. (4) Reactant: [H-].[Na+].[C:3]([O:7][C:8](=[O:18])[NH:9][C@H:10]([CH2:16][OH:17])[CH2:11][C:12]([CH3:15])([CH3:14])[CH3:13])([CH3:6])([CH3:5])[CH3:4].IC.[C:21]([O-])(O)=O.[Na+]. Product: [C:3]([O:7][C:8](=[O:18])[NH:9][C@H:10]([CH2:16][O:17][CH3:21])[CH2:11][C:12]([CH3:15])([CH3:14])[CH3:13])([CH3:6])([CH3:4])[CH3:5]. The catalyst class is: 1. (5) Reactant: Cl.[Cl:2][C:3]1[CH:4]=[C:5]([CH:27]=[CH:28][C:29]=1[Cl:30])[CH2:6][N:7]1[CH2:12][CH2:11][N:10]([C:13]([CH:15]([NH:19]C(OC(C)(C)C)=O)[CH:16]([CH3:18])[CH3:17])=[O:14])[CH2:9][CH2:8]1. Product: [Cl:2][C:3]1[CH:4]=[C:5]([CH:27]=[CH:28][C:29]=1[Cl:30])[CH2:6][N:7]1[CH2:12][CH2:11][N:10]([C:13]([CH:15]([NH2:19])[CH:16]([CH3:18])[CH3:17])=[O:14])[CH2:9][CH2:8]1. The catalyst class is: 5. (6) Reactant: [Br:1][C:2]1[CH:7]=[CH:6][C:5](I)=[CH:4][CH:3]=1.C([Mg]Br)C.C(OCC)C.[C:18]([NH:21][CH2:22][C:23]([CH3:25])=[O:24])(=[O:20])[CH3:19]. Product: [Br:1][C:2]1[CH:7]=[CH:6][C:5]([C:23]([OH:24])([CH3:25])[CH2:22][NH:21][C:18](=[O:20])[CH3:19])=[CH:4][CH:3]=1. The catalyst class is: 1.